Dataset: Forward reaction prediction with 1.9M reactions from USPTO patents (1976-2016). Task: Predict the product of the given reaction. (1) Given the reactants [NH2:1][C:2]1[N:3]=[CH:4][C:5]([C:8]2[C:9]([F:19])=[C:10]([OH:18])[C:11]([CH:14]3[CH2:17][CH2:16][CH2:15]3)=[CH:12][CH:13]=2)=[N:6][CH:7]=1.Cl[C:21]1[N:26]=[C:25]([C:27]2[S:28][CH:29]=[CH:30][CH:31]=2)[CH:24]=[CH:23][N:22]=1, predict the reaction product. The product is: [CH:14]1([C:11]2[CH:12]=[CH:13][C:8]([C:5]3[N:6]=[CH:7][C:2]([NH2:1])=[N:3][CH:4]=3)=[C:9]([F:19])[C:10]=2[O:18][C:21]2[N:26]=[C:25]([C:27]3[S:28][CH:29]=[CH:30][CH:31]=3)[CH:24]=[CH:23][N:22]=2)[CH2:15][CH2:16][CH2:17]1. (2) Given the reactants Br[C:2]1[C:7]([C:8]([F:11])([F:10])[F:9])=[CH:6][C:5]([NH:12][C:13]2[N:17]=[C:16]([NH2:18])[NH:15][N:14]=2)=[CH:4][C:3]=1[F:19].[CH3:20][S:21]([NH:24][C:25]1[CH:30]=[CH:29][C:28](B(O)O)=[CH:27][CH:26]=1)(=[O:23])=[O:22].C([O-])([O-])=O.[Cs+].[Cs+], predict the reaction product. The product is: [NH2:18][C:16]1[N:17]=[C:13]([NH:12][C:5]2[CH:4]=[C:3]([F:19])[C:2]([C:28]3[CH:27]=[CH:26][C:25]([NH:24][S:21]([CH3:20])(=[O:22])=[O:23])=[CH:30][CH:29]=3)=[C:7]([C:8]([F:11])([F:10])[F:9])[CH:6]=2)[NH:14][N:15]=1. (3) Given the reactants Br[C:2]1[N:6]([CH3:7])[CH:5]=[N:4][C:3]=1[C:8]1[CH:13]=[C:12]([C:14]#[N:15])[CH:11]=[CH:10][N:9]=1.[CH3:16][NH:17][C:18]([C:20]1[CH:21]=[C:22](B(O)O)[CH:23]=[CH:24][CH:25]=1)=[O:19], predict the reaction product. The product is: [C:14]([C:12]1[CH:11]=[CH:10][N:9]=[C:8]([C:3]2[N:4]=[CH:5][N:6]([CH3:7])[C:2]=2[C:24]2[CH:25]=[C:20]([CH:21]=[CH:22][CH:23]=2)[C:18]([NH:17][CH3:16])=[O:19])[CH:13]=1)#[N:15].